Predict which catalyst facilitates the given reaction. From a dataset of Catalyst prediction with 721,799 reactions and 888 catalyst types from USPTO. (1) Reactant: [C:1](Cl)(=[O:9])[CH2:2][CH2:3][CH2:4][CH2:5][CH2:6][CH2:7][CH3:8].C([N:14](C(C)C)CC)(C)C.[OH-].[Na+]. The catalyst class is: 4. Product: [C:1]([NH2:14])(=[O:9])[CH2:2][CH2:3][CH2:4][CH2:5][CH2:6][CH2:7][CH3:8]. (2) Reactant: [CH3:1][NH:2][CH2:3][CH2:4][N:5]1[C:11]2[CH:12]=[CH:13][CH:14]=[CH:15][C:10]=2[CH2:9][O:8][C:7]2[CH:16]=[CH:17][CH:18]=[CH:19][C:6]1=2.S(O[CH2:25][CH2:26][C:27]1[CH:32]=[CH:31][C:30]([Cl:33])=[CH:29][CH:28]=1)(=O)(=O)C.C(=O)([O-])[O-].[Na+].[Na+].[I-].[Na+]. Product: [Cl:33][C:30]1[CH:31]=[CH:32][C:27]([CH2:26][CH2:25][N:2]([CH2:3][CH2:4][N:5]2[C:11]3[CH:12]=[CH:13][CH:14]=[CH:15][C:10]=3[CH2:9][O:8][C:7]3[CH:16]=[CH:17][CH:18]=[CH:19][C:6]2=3)[CH3:1])=[CH:28][CH:29]=1. The catalyst class is: 10. (3) Reactant: [O:1]=[S:2]1(=[O:18])[CH2:6][CH2:5][CH2:4][N:3]1[C:7]1[CH:16]=[CH:15][C:10]([C:11]([O:13]C)=[O:12])=[CH:9][C:8]=1[CH3:17].[OH-].[Na+]. Product: [O:1]=[S:2]1(=[O:18])[CH2:6][CH2:5][CH2:4][N:3]1[C:7]1[CH:16]=[CH:15][C:10]([C:11]([OH:13])=[O:12])=[CH:9][C:8]=1[CH3:17]. The catalyst class is: 8. (4) Reactant: FC(F)(F)C(O)=O.[CH:8]1([N:11]([CH:26]2[CH2:31][CH2:30][NH:29][CH2:28][CH2:27]2)[C:12](=[O:25])[C:13]2[CH:18]=[CH:17][C:16]([C:19]3[O:23][CH:22]=[N:21][C:20]=3[CH3:24])=[CH:15][CH:14]=2)[CH2:10][CH2:9]1.Cl[C:33]1[N:38]=[CH:37][C:36]([Cl:39])=[CH:35][N:34]=1. Product: [Cl:39][C:36]1[CH:35]=[N:34][C:33]([N:29]2[CH2:30][CH2:31][CH:26]([N:11]([CH:8]3[CH2:10][CH2:9]3)[C:12](=[O:25])[C:13]3[CH:14]=[CH:15][C:16]([C:19]4[O:23][CH:22]=[N:21][C:20]=4[CH3:24])=[CH:17][CH:18]=3)[CH2:27][CH2:28]2)=[N:38][CH:37]=1. The catalyst class is: 60.